From a dataset of Forward reaction prediction with 1.9M reactions from USPTO patents (1976-2016). Predict the product of the given reaction. (1) Given the reactants [CH3:1][C:2]1[C:7]([CH3:8])=[C:6]([C:9]2[C:10]([OH:17])=[CH:11][CH:12]=[C:13]([CH3:16])[C:14]=2[CH3:15])[C:5]([OH:18])=[CH:4][CH:3]=1.[CH2:19]([N:21]([CH2:25][CH3:26])[C:22](Cl)=[O:23])[CH3:20].Cl, predict the reaction product. The product is: [CH2:19]([N:21]([CH2:25][CH3:26])[C:22](=[O:23])[O:18][C:5]1[CH:4]=[CH:3][C:2]([CH3:1])=[C:7]([CH3:8])[C:6]=1[C:9]1[C:10]([OH:17])=[CH:11][CH:12]=[C:13]([CH3:16])[C:14]=1[CH3:15])[CH3:20]. (2) Given the reactants C[O:2][C:3]([C:5]1[CH:27]=[CH:26][C:8]2[N:9]=[C:10]([C:12]3[N:13]([CH3:25])[CH:14]=[C:15]([NH:17][C:18]([O:20][C:21]([CH3:24])([CH3:23])[CH3:22])=[O:19])[CH:16]=3)[NH:11][C:7]=2[C:6]=1[O:28][CH3:29])=[O:4].Cl, predict the reaction product. The product is: [C:21]([O:20][C:18]([NH:17][C:15]1[CH:16]=[C:12]([C:10]2[NH:11][C:7]3[C:6]([O:28][CH3:29])=[C:5]([C:3]([OH:4])=[O:2])[CH:27]=[CH:26][C:8]=3[N:9]=2)[N:13]([CH3:25])[CH:14]=1)=[O:19])([CH3:24])([CH3:22])[CH3:23]. (3) Given the reactants [CH2:1]=[C:2]1[CH2:7][CH2:6][O:5][C:3]1=[O:4].[C:8]([O:12][CH2:13][CH2:14][CH2:15][CH3:16])(=[O:11])[CH:9]=[CH2:10], predict the reaction product. The product is: [CH2:1]=[C:2]1[CH2:7][CH2:6][O:5][C:3]1=[O:4].[CH3:16][CH2:15][CH2:14][CH2:13][O:12][C:8]([CH:9]=[CH2:10])=[O:11].[C:3]([OH:5])(=[O:4])[CH:2]=[CH2:1]. (4) Given the reactants [C:1]([C:5]1[CH:6]=[CH:7][C:8]2[N:9]([C:22]3[CH:23]=[CH:24][C:25]4[N:26](S(C5C=CC(C)=CC=5)(=O)=O)[C:27]5[C:32]([C:33]=4[CH:34]=3)=[CH:31][CH:30]=[CH:29][CH:28]=5)[C:10]3[C:15]([C:16]=2[CH:17]=1)=[CH:14][C:13]([C:18]([CH3:21])([CH3:20])[CH3:19])=[CH:12][CH:11]=3)([CH3:4])([CH3:3])[CH3:2].[OH-].[K+].O1CCCC1.S(=O)(=O)(O)O, predict the reaction product. The product is: [C:18]([C:13]1[CH:12]=[CH:11][C:10]2[N:9]([C:22]3[CH:23]=[CH:24][C:25]4[NH:26][C:27]5[C:32]([C:33]=4[CH:34]=3)=[CH:31][CH:30]=[CH:29][CH:28]=5)[C:8]3[C:16]([C:15]=2[CH:14]=1)=[CH:17][C:5]([C:1]([CH3:4])([CH3:3])[CH3:2])=[CH:6][CH:7]=3)([CH3:19])([CH3:20])[CH3:21]. (5) Given the reactants Cl.[CH:2]1([N:7]2[CH2:10][CH:9]([NH2:11])[CH2:8]2)[CH2:6][CH2:5][CH2:4][CH2:3]1.[Br:12][C:13]1[CH:20]=[CH:19][C:16]([CH:17]=O)=[CH:15][CH:14]=1.C(O[BH-](OC(=O)C)OC(=O)C)(=O)C.[Na+].C([O-])(O)=O.[Na+], predict the reaction product. The product is: [Br:12][C:13]1[CH:20]=[CH:19][C:16]([CH2:17][NH:11][CH:9]2[CH2:10][N:7]([CH:2]3[CH2:6][CH2:5][CH2:4][CH2:3]3)[CH2:8]2)=[CH:15][CH:14]=1.